This data is from Reaction yield outcomes from USPTO patents with 853,638 reactions. The task is: Predict the reaction yield, written as a fraction of the theoretical maximum amount of product (1.0 means a 100% yield; for example, 0.34 means a 34% yield). (1) The reactants are [Br:1][C:2]1[CH:8]=[CH:7][C:5]([NH2:6])=[CH:4][C:3]=1[F:9].N1C=CC=CC=1.[CH3:16][S:17](Cl)(=[O:19])=[O:18].O. The catalyst is C(Cl)Cl. The product is [Br:1][C:2]1[CH:8]=[CH:7][C:5]([NH:6][S:17]([CH3:16])(=[O:19])=[O:18])=[CH:4][C:3]=1[F:9]. The yield is 0.930. (2) The reactants are [F:1][C:2]1[CH:7]=[C:6]([F:8])[CH:5]=[CH:4][C:3]=1[C:9]1[CH:14]=[C:13]([N:15]2[C:19]3[CH:20]=[CH:21][C:22]([C:24]4[N:25]=[N:26][N:27]([CH:29]5[CH2:34][CH2:33][O:32][CH2:31][CH2:30]5)[CH:28]=4)=[CH:23][C:18]=3[N:17]=[CH:16]2)[CH:12]=[C:11]([NH2:35])[CH:10]=1.N1C=CC=CC=1.[CH2:42]([S:44](Cl)(=[O:46])=[O:45])[CH3:43]. The catalyst is C(Cl)Cl. The product is [F:1][C:2]1[CH:7]=[C:6]([F:8])[CH:5]=[CH:4][C:3]=1[C:9]1[CH:14]=[C:13]([N:15]2[C:19]3[CH:20]=[CH:21][C:22]([C:24]4[N:25]=[N:26][N:27]([CH:29]5[CH2:30][CH2:31][O:32][CH2:33][CH2:34]5)[CH:28]=4)=[CH:23][C:18]=3[N:17]=[CH:16]2)[CH:12]=[C:11]([NH:35][S:44]([CH2:42][CH3:43])(=[O:46])=[O:45])[CH:10]=1. The yield is 0.420. (3) The reactants are [Cl:1][C:2]1[CH:7]=[CH:6][CH:5]=[CH:4][C:3]=1[CH:8]=[CH:9][CH2:10][C:11]([CH2:22][C:23]#[C:24][C:25](=[O:27])[CH3:26])([C:17]([O:19][CH2:20][CH3:21])=[O:18])[C:12]([O:14][CH2:15][CH3:16])=[O:13]. The catalyst is [Au].ClC1C=CC=CC=1Cl. The product is [C:25]([C:24]1[C:4]2[C:3](=[C:2]([Cl:1])[CH:7]=[CH:6][CH:5]=2)[CH:8]=[C:9]2[CH2:10][C:11]([C:17]([O:19][CH2:20][CH3:21])=[O:18])([C:12]([O:14][CH2:15][CH3:16])=[O:13])[CH2:22][C:23]=12)(=[O:27])[CH3:26]. The yield is 1.00. (4) The reactants are [N:1]([CH2:4][CH2:5][O:6][CH2:7][CH2:8][O:9][CH2:10][CH2:11][O:12][CH2:13][CH2:14][NH2:15])=[N+:2]=[N-:3].[C:16]1(=[O:23])[O:22][C:20](=[O:21])[CH2:19][O:18][CH2:17]1.O.C(#N)C. The catalyst is ClCCl. The product is [N:1]([CH2:4][CH2:5][O:6][CH2:7][CH2:8][O:9][CH2:10][CH2:11][O:12][CH2:13][CH2:14][NH:15][C:20](=[O:21])[CH2:19][O:18][CH2:17][C:16]([OH:23])=[O:22])=[N+:2]=[N-:3]. The yield is 1.00. (5) The catalyst is O. The reactants are [Si]([O:8][CH:9]1[CH2:14][CH2:13][CH:12]([N:15]2[C:20](=[O:21])[C:19]([CH2:22][C:23]3[CH:24]=[CH:25][C:26]([C:29]4[CH:36]=[CH:35][CH:34]=[CH:33][C:30]=4[C:31]#[N:32])=[N:27][CH:28]=3)=[C:18]([CH2:37][CH2:38][CH3:39])[N:17]3[N:40]=[CH:41][N:42]=[C:16]23)[CH2:11][CH2:10]1)(C(C)(C)C)(C)C.[F-].C([N+](CCCC)(CCCC)CCCC)CCC.O1CCCC1.[C:66]([O:69][CH2:70][CH3:71])(=[O:68])[CH3:67]. The yield is 0.150. The product is [C:31]([C:30]1[CH:33]=[CH:34][CH:35]=[CH:36][C:29]=1[C:26]1[N:27]=[CH:28][C:23]([CH2:22][C:19]2[C:20](=[O:21])[N:15]([C@H:12]3[CH2:13][CH2:14][C@H:9]([O:8][CH2:67][C:66]([O:69][CH2:70][CH3:71])=[O:68])[CH2:10][CH2:11]3)[C:16]3[N:17]([N:40]=[CH:41][N:42]=3)[C:18]=2[CH2:37][CH2:38][CH3:39])=[CH:24][CH:25]=1)#[N:32]. (6) The reactants are [O:1]=[C:2]1[C:7]([CH2:8][C:9]2[CH:14]=[CH:13][C:12]([C:15]3[C:16]([C:21]#[N:22])=[CH:17][CH:18]=[CH:19][CH:20]=3)=[CH:11][CH:10]=2)=[C:6]([CH2:23][CH2:24][CH3:25])[N:5]2[N:26]=[CH:27][N:28]=[C:4]2[N:3]1[CH:29]1[CH2:34][CH2:33][C:32](=[O:35])[CH2:31][CH2:30]1.[CH2:36]=[C:37]([CH2:40]O)[CH2:38][OH:39].CC1C=CC(S(O)(=O)=O)=CC=1. The catalyst is C1(C)C=CC=CC=1. The product is [CH2:36]=[C:37]1[CH2:38][O:39][C:32]2([CH2:31][CH2:30][CH:29]([N:3]3[C:2](=[O:1])[C:7]([CH2:8][C:9]4[CH:10]=[CH:11][C:12]([C:15]5[C:16]([C:21]#[N:22])=[CH:17][CH:18]=[CH:19][CH:20]=5)=[CH:13][CH:14]=4)=[C:6]([CH2:23][CH2:24][CH3:25])[N:5]4[N:26]=[CH:27][N:28]=[C:4]34)[CH2:34][CH2:33]2)[O:35][CH2:40]1. The yield is 0.640.